This data is from Human Reference Interactome with 51,813 positive PPI pairs across 8,248 proteins, plus equal number of experimentally-validated negative pairs. The task is: Binary Classification. Given two protein amino acid sequences, predict whether they physically interact or not. (1) Protein 1 (ENSG00000128245) has sequence MGDREQLLQRARLAEQAERYDDMASAMKAVTELNEPLSNEDRNLLSVAYKNVVGARRSSWRVISSIEQKTMADGNEKKLEKVKAYREKIEKELETVCNDVLSLLDKFLIKNCNDFQYESKVFYLKMKGDYYRYLAEVASGEKKNSVVEASEAAYKEAFEISKEQMQPTHPIRLGLALNFSVFYYEIQNAPEQACLLAKQAFDDAIAELDTLNEDSYKDSTLIMQLLRDNLTLWTSDQQDEEAGEGN*MIDVPHSTSVTWRTVLVTELNEPLSNEDRNLLSVAYKNVVGARRSSWRVISSI.... Protein 2 (ENSG00000100079) has sequence MTGELEVKNMDMKPGSTLKITGSIADGTDGFVINLGQGTDKLNLHFNPRFSESTIVCNSLDGSNWGQEQREDHLCFSPGSEVKFTVTFESDKFKVKLPDGHELTFPNRLGHSHLSYLSVRGGFNMSSFKLKE*MTGELEVKNMDMKPGSTLKITGSIADGTDG. Result: 0 (the proteins do not interact). (2) Protein 1 (ENSG00000256646) has sequence MAERGYSFSLTTFSPSGKLVQIEYALAAVAGGAPSVGIKAANGVVLATEKKQKSILYDERSVHKVEPITKHIGLVYSGMGPDYRVLVHRARKLAQQYYLVYQEPIPTAQLVQRVASVMQEYTQSGGVRPFGVSLLICGWNEGRPYLFQSDPSGAYFAWKATAMGKNYVNGKTFLEKRYNEDLELEDAIHTAILTLKESFEGQMTEDNIEVGICNEAGFRRLTPTEVKDYLAAIA*MAERGYSFSLTTFSPSGKLVQIEYALAAVAGGAPSVGIKECLCTELEN*. Protein 2 (ENSG00000274808) has sequence MDVVEVAGSWWAQEREDIIMKYEKGHRAGLPEDKGPKPFRSYNNNVDHLGIVQSGQPPFQGQNSSLTPLQVQPEVVRPEVWGPSREPVGMETGLGQAPGRSAVLSASEHKRSGAA*MLGDWEKYKSSRKLIDRAYKGMPMNIRGPMWSVLLNIEEMKLKNPGRYQMDVVEVAGSWWAQEREDIIMKYEKGHRAGLPEDKGPKPFRSYNNNVDHLGIVHETELPPLTAREAKQIRREISRKSKWVDMLGDWEKYKSSRKLIDRAYKGMPMNIRGPMWSVLLNIEEMKLKNPGRYQIMKEKG.... Result: 0 (the proteins do not interact). (3) Result: 0 (the proteins do not interact). Protein 2 (ENSG00000137266) has sequence MAIDRRREAAGGGPGRQPAPAEENGSLPPGDAAASAPLGGRAGPGGGAEIQPLPPLHPGGGPHPSCCSAAAAPSLLLLDYDGSVLPFLGGLGGGYQKTLVLLTWIPALFIGFSQFSDSFLLDQPNFWCRGAGKGTELAGVTTTGRGGDMGNWTSLPTTPFATAPWEAAGNRSNSSGADGGDTPPLPSPPDKGDNASNCDCRAWDYGIRAGLVQNVVSKWDLVCDNAWKVHIAKFSLLVGLIFGYLITGCIADWVGRRPVLLFSIIFILIFGLTVALSVNVTMFSTLRFFEGFCLAGIILT.... Protein 1 (ENSG00000167874) has sequence MADVPGAQRAVPGDGPEPRDPLDCWACAVLVTAQNLLVAAFNLLLLVLVLGTILLPAVTMLGFGFLCHSQFLRSQAPPCTAHLRDPGFTALLVTGFLLLVPLLVLALASYRRLCLRLRLADCLVPYSRALYRRRRAPQPRQIRASPGSQAVPTSGKVWV*MADVPGAQRAVPGDGPEPRDPLDCWACAVLVTAQNLLVAAFNLLLLVLVLGTILLPAVTMLGFGFLCHSQDLKPGIFRPALPPPLPERSPSIPLGAAASVDPVLRKAPTSRKTHFPFTTHISILNI*. (4) Protein 2 (ENSG00000141582) has sequence MELPAVGEHVFAVESIEKKRIRKGRVEYLVKWRGWSPKYNTWEPEENILDPRLLIAFQNRERQEQLMGYRKRGPKPKPLVVQVPTFARRSNVLTGLQDSSTDNRAKLDLGAQGKGQGHQYELNSKKHHQYQPHSKERAGKPPPPGKSGKYYYQLNSKKHHPYQPDPKMYDLQYQGGHKEAPSPTCPDLGAKSHPPDKWAQGAGAKGYLGAVKPLAGAAGAPGKGSEKGPPNGMMPAPKEAVTGNGIGGKMKIVKNKNKNGRIVIVMSKYMENGMQAVKIKSGEVAEGEARSPSHKKRAAD.... Protein 1 (ENSG00000138382) has sequence MKKVRLKELESRLQQVDGFEKPKLLLEQYPTRPHIAACMLYTIHNTYDDIENKVVADLGCGCGVLSIGTAMLGAGLCVGFDIDEDALEIFNRNAEEFELTNIDMVQCDVCLLSNRMSKSFDTVIMNPPFGTKNNKGTDMAFLKTALEMARTAVYSLHKSSTREHVQKKAAEWKIKIDIIAELRYDLPASYKFHKKKSVDIEVDLIRFSF*MKKVRLKELESRLQQVDGFEKPKLLLEQYPTRPHIAACMLYTIHNTYDDIENKVVADLGCGCGVLSIGTAMLGAGLCVGFDIDEDALEIF.... Result: 0 (the proteins do not interact).